This data is from Reaction yield outcomes from USPTO patents with 853,638 reactions. The task is: Predict the reaction yield, written as a fraction of the theoretical maximum amount of product (1.0 means a 100% yield; for example, 0.34 means a 34% yield). (1) The catalyst is CN(C=O)C. The reactants are [CH2:1]([C:8]1([C:13]([OH:15])=O)[CH2:12][CH2:11][CH2:10][CH2:9]1)[C:2]1[CH:7]=[CH:6][CH:5]=[CH:4][CH:3]=1.[CH3:16][O:17][C:18](=[O:31])[C@H:19]([CH2:21][C:22]1[CH:27]=[CH:26][C:25]([N+:28]([O-:30])=[O:29])=[CH:24][CH:23]=1)[NH2:20].CN(C(ON1N=NC2C=CC=CC1=2)=[N+](C)C)C.F[P-](F)(F)(F)(F)F.C(N(C(C)C)CC)(C)C. The product is [CH3:16][O:17][C:18](=[O:31])[C@H:19]([CH2:21][C:22]1[CH:27]=[CH:26][C:25]([N+:28]([O-:30])=[O:29])=[CH:24][CH:23]=1)[NH:20][C:13]([C:8]1([CH2:1][C:2]2[CH:3]=[CH:4][CH:5]=[CH:6][CH:7]=2)[CH2:9][CH2:10][CH2:11][CH2:12]1)=[O:15]. The yield is 0.710. (2) The reactants are [Cl:1][C:2]1[CH:3]=[C:4]([CH:9]=[CH:10][CH:11]=1)[C:5]([NH:7][NH2:8])=[O:6].[Br:12][CH:13]([CH3:24])[C:14](OCC)(OCC)OCC. No catalyst specified. The product is [Br:12][CH:13]([C:24]1[O:6][C:5]([C:4]2[CH:9]=[CH:10][CH:11]=[C:2]([Cl:1])[CH:3]=2)=[N:7][N:8]=1)[CH3:14]. The yield is 0.320. (3) The reactants are [OH:1][C@@H:2]1[CH2:6][CH2:5][O:4][C:3]1=[O:7].N1C=CN=C1.[Si:13](Cl)([C:26]([CH3:29])([CH3:28])[CH3:27])([C:20]1[CH:25]=[CH:24][CH:23]=[CH:22][CH:21]=1)[C:14]1[CH:19]=[CH:18][CH:17]=[CH:16][CH:15]=1. The catalyst is C(Cl)Cl. The product is [Si:13]([O:1][C@@H:2]1[CH2:6][CH2:5][O:4][C:3]1=[O:7])([C:26]([CH3:29])([CH3:28])[CH3:27])([C:20]1[CH:21]=[CH:22][CH:23]=[CH:24][CH:25]=1)[C:14]1[CH:19]=[CH:18][CH:17]=[CH:16][CH:15]=1. The yield is 0.930. (4) The reactants are [F:1][C:2]1[CH:7]=[CH:6][CH:5]=[C:4]([F:8])[C:3]=1[O:9][C:10]1[CH:15]=[CH:14][C:13](I)=[CH:12][CH:11]=1.[CH3:17][C:18]1([CH3:34])[C:22]([CH3:24])([CH3:23])[O:21][B:20]([B:20]2[O:21][C:22]([CH3:24])([CH3:23])[C:18]([CH3:34])([CH3:17])[O:19]2)[O:19]1.C([O-])(=O)C.[K+]. The catalyst is CN(C)C=O.CC([O-])=O.CC([O-])=O.[Pd+2]. The product is [F:1][C:2]1[CH:7]=[CH:6][CH:5]=[C:4]([F:8])[C:3]=1[O:9][C:10]1[CH:15]=[CH:14][C:13]([B:20]2[O:21][C:22]([CH3:24])([CH3:23])[C:18]([CH3:34])([CH3:17])[O:19]2)=[CH:12][CH:11]=1. The yield is 0.750. (5) The reactants are [CH3:1][N:2]([CH3:26])[C:3]([C:5]1[C:15]([CH2:16][CH2:17][C:18](=[O:24])[C:19]2[S:20][CH:21]=[CH:22][CH:23]=2)=[C:14]([OH:25])[C:8]2[N:9]=[C:10]([CH3:13])[N:11]([CH3:12])[C:7]=2[CH:6]=1)=[O:4].CC([O-])(C)C.[K+]. The catalyst is C(O)(C)C. The product is [CH3:26][N:2]([CH3:1])[C:3]([C:5]1[C:15]([CH2:16][CH2:17][C@@H:18]([OH:24])[C:19]2[S:20][CH:21]=[CH:22][CH:23]=2)=[C:14]([OH:25])[C:8]2[N:9]=[C:10]([CH3:13])[N:11]([CH3:12])[C:7]=2[CH:6]=1)=[O:4]. The yield is 0.620. (6) The reactants are Cl.[CH2:2]([N:4]([CH2:9][C:10]1[C:15]([N+:16]([O-])=O)=[CH:14][CH:13]=[C:12]([Cl:19])[C:11]=1[Cl:20])[CH2:5][C:6]([OH:8])=[O:7])[CH3:3]. The catalyst is O.C(O)C.[Pt]. The product is [CH2:2]([N:4]([CH2:9][C:10]1[C:15]([NH2:16])=[CH:14][CH:13]=[C:12]([Cl:19])[C:11]=1[Cl:20])[CH2:5][C:6]([OH:8])=[O:7])[CH3:3]. The yield is 0.720. (7) The catalyst is C1(C)C=CC=CC=1.O. The product is [CH:1]1[C:10]2[C:5](=[CH:6][CH:7]=[CH:8][CH:9]=2)[CH:4]=[C:3]([NH:11][C:12](=[O:28])[C:13]2[CH:18]=[CH:17][CH:16]=[CH:15][C:14]=2[N:19]([C:21]2[CH:26]=[CH:25][N:24]=[CH:23][C:22]=2[C:40]2[CH:39]=[N:38][CH:43]=[CH:42][CH:41]=2)[CH3:20])[N:2]=1. The reactants are [CH:1]1[C:10]2[C:5](=[CH:6][CH:7]=[CH:8][CH:9]=2)[CH:4]=[C:3]([NH:11][C:12](=[O:28])[C:13]2[CH:18]=[CH:17][CH:16]=[CH:15][C:14]=2[N:19]([C:21]2[CH:26]=[CH:25][N:24]=[CH:23][C:22]=2Br)[CH3:20])[N:2]=1.C(O)C.C(=O)([O-])[O-].[Na+].[Na+].[N:38]1[CH:43]=[CH:42][CH:41]=[C:40](B(O)O)[CH:39]=1. The yield is 0.470. (8) The yield is 0.596. The product is [CH3:3][C:4]1[N:8]([CH2:18][CH2:17][OH:16])[N:7]=[C:6]([C:9]2[CH:10]=[CH:11][CH:12]=[CH:13][CH:14]=2)[CH:5]=1. The catalyst is CN(C=O)C. The reactants are [H-].[Na+].[CH3:3][C:4]1[NH:8][N:7]=[C:6]([C:9]2[CH:14]=[CH:13][CH:12]=[CH:11][CH:10]=2)[CH:5]=1.C1(=O)O[CH2:18][CH2:17][O:16]1. (9) The reactants are Cl.[CH3:2][C:3]1([CH3:34])[CH:7]([N:8]2[CH2:13][CH2:12][CH2:11][CH2:10][CH2:9]2)[C:6]2[C:14]([CH3:33])=[C:15]([N:20]3[CH2:25][CH2:24][N:23](C(OC(C)(C)C)=O)[CH2:22][CH2:21]3)[C:16]([CH3:19])=[C:17]([CH3:18])[C:5]=2[O:4]1.CO.[OH-].[Na+]. The catalyst is C(OCC)(=O)C.C1COCC1. The product is [CH3:2][C:3]1([CH3:34])[CH:7]([N:8]2[CH2:13][CH2:12][CH2:11][CH2:10][CH2:9]2)[C:6]2[C:14]([CH3:33])=[C:15]([N:20]3[CH2:25][CH2:24][NH:23][CH2:22][CH2:21]3)[C:16]([CH3:19])=[C:17]([CH3:18])[C:5]=2[O:4]1. The yield is 0.830.